Dataset: Forward reaction prediction with 1.9M reactions from USPTO patents (1976-2016). Task: Predict the product of the given reaction. (1) The product is: [CH3:24][N:25]([CH3:53])[C:26](=[O:52])[C:27]1[CH:32]=[CH:31][C:30]([NH:33][C:34]([NH:36][C:37]2[CH:38]=[CH:39][C:40]([C:2]3[N:11]=[C:10]([N:12]4[CH2:17][CH2:16][O:15][CH2:14][CH2:13]4)[C:9]4[C:4](=[CH:5][C:6]([C:18]5[CH:19]=[N:20][CH:21]=[N:22][CH:23]=5)=[CH:7][CH:8]=4)[N:3]=3)=[CH:41][CH:42]=2)=[O:35])=[CH:29][CH:28]=1. Given the reactants Cl[C:2]1[N:11]=[C:10]([N:12]2[CH2:17][CH2:16][O:15][CH2:14][CH2:13]2)[C:9]2[C:4](=[CH:5][C:6]([C:18]3[CH:19]=[N:20][CH:21]=[N:22][CH:23]=3)=[CH:7][CH:8]=2)[N:3]=1.[CH3:24][N:25]([CH3:53])[C:26](=[O:52])[C:27]1[CH:32]=[CH:31][C:30]([NH:33][C:34]([NH:36][C:37]2[CH:42]=[CH:41][C:40](B3OC(C)(C)C(C)(C)O3)=[CH:39][CH:38]=2)=[O:35])=[CH:29][CH:28]=1.C(=O)([O-])[O-].[Cs+].[Cs+].CN(C=O)C, predict the reaction product. (2) Given the reactants [F:1][C:2]1[N:7]=[C:6]([N:8]2[C@@H:12]([C@H:13](O)[CH3:14])[CH2:11][O:10][C:9]2=[O:16])[CH:5]=[CH:4][N:3]=1.[F:17]C(F)(S(F)(=O)=O)C(F)(F)C(F)(F)C(F)(F)F.F.F.F.C(N(CC)CC)C.C(N(CC)CC)C, predict the reaction product. The product is: [F:17][C@H:13]([C@H:12]1[CH2:11][O:10][C:9](=[O:16])[N:8]1[C:6]1[CH:5]=[CH:4][N:3]=[C:2]([F:1])[N:7]=1)[CH3:14]. (3) Given the reactants [Br:1][C:2]1[CH:3]=[C:4]2[C:8](=[CH:9][CH:10]=1)[NH:7][C:6](=[O:11])/[C:5]/2=[N:12]\[C:13]1[CH:18]=[CH:17][CH:16]=[C:15]([C:19]([F:22])([F:21])[F:20])[CH:14]=1.C(N(CC)CC)C.[C:30]1(B(O)O)[CH:35]=[CH:34][CH:33]=[CH:32][CH:31]=1, predict the reaction product. The product is: [Br:1][C:2]1[CH:3]=[C:4]2[C:8](=[CH:9][CH:10]=1)[N:7]([C:30]1[CH:35]=[CH:34][CH:33]=[CH:32][CH:31]=1)[C:6](=[O:11])/[C:5]/2=[N:12]\[C:13]1[CH:18]=[CH:17][CH:16]=[C:15]([C:19]([F:20])([F:22])[F:21])[CH:14]=1. (4) Given the reactants [Na].[C:2]([NH:5][CH:6]([C:12]#[N:13])[C:7]([O:9][CH2:10][CH3:11])=[O:8])(=[O:4])[CH3:3].Br[CH2:15][CH2:16][CH3:17], predict the reaction product. The product is: [C:2]([NH:5][C:6]([C:12]#[N:13])([CH2:15][CH2:16][CH3:17])[C:7]([O:9][CH2:10][CH3:11])=[O:8])(=[O:4])[CH3:3].